Regression. Given two drug SMILES strings and cell line genomic features, predict the synergy score measuring deviation from expected non-interaction effect. From a dataset of NCI-60 drug combinations with 297,098 pairs across 59 cell lines. (1) Drug 1: C1CCN(CC1)CCOC2=CC=C(C=C2)C(=O)C3=C(SC4=C3C=CC(=C4)O)C5=CC=C(C=C5)O. Drug 2: CC1OCC2C(O1)C(C(C(O2)OC3C4COC(=O)C4C(C5=CC6=C(C=C35)OCO6)C7=CC(=C(C(=C7)OC)O)OC)O)O. Cell line: HCC-2998. Synergy scores: CSS=8.16, Synergy_ZIP=-3.67, Synergy_Bliss=-1.87, Synergy_Loewe=-15.1, Synergy_HSA=-4.30. (2) Cell line: A549. Synergy scores: CSS=39.1, Synergy_ZIP=-2.35, Synergy_Bliss=0.329, Synergy_Loewe=-35.2, Synergy_HSA=0.242. Drug 1: C1C(C(OC1N2C=C(C(=O)NC2=O)F)CO)O. Drug 2: CCN(CC)CCCC(C)NC1=C2C=C(C=CC2=NC3=C1C=CC(=C3)Cl)OC. (3) Drug 1: CCC(=C(C1=CC=CC=C1)C2=CC=C(C=C2)OCCN(C)C)C3=CC=CC=C3.C(C(=O)O)C(CC(=O)O)(C(=O)O)O. Drug 2: CC1C(C(CC(O1)OC2CC(CC3=C2C(=C4C(=C3O)C(=O)C5=CC=CC=C5C4=O)O)(C(=O)C)O)N)O. Cell line: MCF7. Synergy scores: CSS=45.4, Synergy_ZIP=-2.81, Synergy_Bliss=-0.0959, Synergy_Loewe=3.60, Synergy_HSA=4.47. (4) Drug 1: CC1C(C(=O)NC(C(=O)N2CCCC2C(=O)N(CC(=O)N(C(C(=O)O1)C(C)C)C)C)C(C)C)NC(=O)C3=C4C(=C(C=C3)C)OC5=C(C(=O)C(=C(C5=N4)C(=O)NC6C(OC(=O)C(N(C(=O)CN(C(=O)C7CCCN7C(=O)C(NC6=O)C(C)C)C)C)C(C)C)C)N)C. Drug 2: CN(CCCl)CCCl.Cl. Cell line: HCT-15. Synergy scores: CSS=37.6, Synergy_ZIP=-9.91, Synergy_Bliss=-7.72, Synergy_Loewe=-6.03, Synergy_HSA=-5.56. (5) Drug 1: C1=CC(=CC=C1CCCC(=O)O)N(CCCl)CCCl. Drug 2: CC1=C(C=C(C=C1)C(=O)NC2=CC(=CC(=C2)C(F)(F)F)N3C=C(N=C3)C)NC4=NC=CC(=N4)C5=CN=CC=C5. Cell line: SF-539. Synergy scores: CSS=-0.856, Synergy_ZIP=0.987, Synergy_Bliss=-4.76, Synergy_Loewe=-5.40, Synergy_HSA=-5.10. (6) Drug 1: C1CN1P(=S)(N2CC2)N3CC3. Drug 2: C1CC(C1)(C(=O)O)C(=O)O.[NH2-].[NH2-].[Pt+2]. Cell line: IGROV1. Synergy scores: CSS=30.5, Synergy_ZIP=-10.8, Synergy_Bliss=-7.15, Synergy_Loewe=-1.31, Synergy_HSA=0.0656.